Dataset: HIV replication inhibition screening data with 41,000+ compounds from the AIDS Antiviral Screen. Task: Binary Classification. Given a drug SMILES string, predict its activity (active/inactive) in a high-throughput screening assay against a specified biological target. The result is 0 (inactive). The molecule is Cc1ccc(Nc2nc(O)nc(O)c2C)cc1Cl.